From a dataset of Forward reaction prediction with 1.9M reactions from USPTO patents (1976-2016). Predict the product of the given reaction. (1) Given the reactants [CH2:1]([C@H:8]1[CH2:12][O:11][C:10](=[O:13])[N:9]1[C:14](=[O:19])[CH2:15][O:16][CH2:17][CH3:18])[C:2]1[CH:7]=[CH:6][CH:5]=[CH:4][CH:3]=1.[CH2:20]([O:27][C:28]1[CH:35]=[C:34]([CH3:36])[C:31]([CH:32]=[O:33])=[C:30]([CH3:37])[CH:29]=1)[C:21]1[CH:26]=[CH:25][CH:24]=[CH:23][CH:22]=1.[O-]S(C(F)(F)F)(=O)=O.C([B+]CCCC)CCC, predict the reaction product. The product is: [CH2:1]([C@H:8]1[CH2:12][O:11][C:10](=[O:13])[N:9]1[C:14](=[O:19])[C@@H:15]([O:16][CH2:17][CH3:18])[C@@H:32]([C:31]1[C:30]([CH3:37])=[CH:29][C:28]([O:27][CH2:20][C:21]2[CH:26]=[CH:25][CH:24]=[CH:23][CH:22]=2)=[CH:35][C:34]=1[CH3:36])[OH:33])[C:2]1[CH:3]=[CH:4][CH:5]=[CH:6][CH:7]=1. (2) Given the reactants [F:1][C:2]1[C:31]([F:32])=[CH:30][CH:29]=[CH:28][C:3]=1[CH2:4][S:5][C:6]1[N:11]=[C:10]([NH:12][S:13]([N:16]2[CH2:25][CH2:24][C:19]3(OCC[O:20]3)[CH2:18][CH2:17]2)(=[O:15])=[O:14])[CH:9]=[C:8]([O:26][CH3:27])[N:7]=1, predict the reaction product. The product is: [F:1][C:2]1[C:31]([F:32])=[CH:30][CH:29]=[CH:28][C:3]=1[CH2:4][S:5][C:6]1[N:11]=[C:10]([NH:12][S:13]([N:16]2[CH2:25][CH2:24][C:19](=[O:20])[CH2:18][CH2:17]2)(=[O:15])=[O:14])[CH:9]=[C:8]([O:26][CH3:27])[N:7]=1. (3) The product is: [F:57][C:42]([F:41])([S:53]([O:23][C:18]1[CH:17]=[CH:16][C:15]2[C:20](=[CH:21][CH:22]=[C:13]([C:9]3[CH:8]=[C:7]([N:24]4[CH:29]=[CH:28][C:27](=[O:30])[NH:26][C:25]4=[O:31])[CH:6]=[C:5]([C:1]([CH3:4])([CH3:2])[CH3:3])[C:10]=3[O:11][CH3:12])[CH:14]=2)[CH:19]=1)(=[O:55])=[O:54])[C:43]([F:51])([F:52])[C:44]([F:50])([F:49])[C:45]([F:48])([F:47])[F:46]. Given the reactants [C:1]([C:5]1[CH:6]=[C:7]([N:24]2[CH:29]=[CH:28][C:27](=[O:30])[NH:26][C:25]2=[O:31])[CH:8]=[C:9]([C:13]2[CH:22]=[CH:21][C:20]3[C:15](=[CH:16][CH:17]=[C:18]([OH:23])[CH:19]=3)[CH:14]=2)[C:10]=1[O:11][CH3:12])([CH3:4])([CH3:3])[CH3:2].C(=O)([O-])[O-].[K+].[K+].C(#N)C.[F:41][C:42]([F:57])([S:53](F)(=[O:55])=[O:54])[C:43]([F:52])([F:51])[C:44]([F:50])([F:49])[C:45]([F:48])([F:47])[F:46], predict the reaction product. (4) Given the reactants [CH2:1]([O:3][C:4]([N:6]1[C:15]2[C:10](=[N:11][C:12]([O:16][CH3:17])=[CH:13][CH:14]=2)[C@@H:9]([NH:18]C(OCC2C=CC=CC=2)=O)[CH2:8][C@H:7]1[CH2:29][CH3:30])=[O:5])[CH3:2].C([O-])=O.[NH4+], predict the reaction product. The product is: [CH2:1]([O:3][C:4]([N:6]1[C:15]2[C:10](=[N:11][C:12]([O:16][CH3:17])=[CH:13][CH:14]=2)[C@@H:9]([NH2:18])[CH2:8][C@H:7]1[CH2:29][CH3:30])=[O:5])[CH3:2]. (5) The product is: [NH2:1][C@@H:4]1[CH2:13][C@@H:12]2[C@:7]([CH3:16])([CH2:8][CH2:9][CH2:10][C:11]2([CH3:14])[CH3:15])[C@@H:6]([CH2:17][S:18][C:19]2[CH:20]=[C:21]([O:27][CH3:28])[CH:22]=[C:23]([O:25][CH3:26])[CH:24]=2)[C@@:5]1([CH3:30])[OH:29]. Given the reactants [N:1]([C@@H:4]1[CH2:13][C@@H:12]2[C@:7]([CH3:16])([CH2:8][CH2:9][CH2:10][C:11]2([CH3:15])[CH3:14])[C@@H:6]([CH2:17][S:18][C:19]2[CH:24]=[C:23]([O:25][CH3:26])[CH:22]=[C:21]([O:27][CH3:28])[CH:20]=2)[C@@:5]1([CH3:30])[OH:29])=[N+]=[N-].[H-].[Al+3].[Li+].[H-].[H-].[H-].O.[OH-].[Na+], predict the reaction product. (6) Given the reactants [CH3:1][C:2]1([CH3:12])[C:7](=[O:8])[CH2:6][C:5](=[O:9])[C:4]([CH3:11])([CH3:10])[S:3]1.C(Cl)(Cl)Cl.C([O-])(=O)C.C([O-])(=O)C.C([O-])(=O)C.[Br:29][C:30]1[CH:35]=[CH:34][C:33]([Pb+3])=[C:32]([CH2:37][CH3:38])[CH:31]=1.Cl, predict the reaction product. The product is: [Br:29][C:30]1[CH:35]=[CH:34][C:33]([CH:6]2[C:7](=[O:8])[C:2]([CH3:12])([CH3:1])[S:3][C:4]([CH3:11])([CH3:10])[C:5]2=[O:9])=[C:32]([CH2:37][CH3:38])[CH:31]=1. (7) The product is: [F:17][C:18]1[CH:26]=[CH:25][C:21]([C:22]2[O:14][C:13]([C:3]3[C:4]([C:7]4[CH:12]=[CH:11][CH:10]=[CH:9][CH:8]=4)=[N:5][O:6][C:2]=3[CH3:1])=[N:15][N:16]=2)=[C:20]([O:27][CH3:28])[CH:19]=1. Given the reactants [CH3:1][C:2]1[O:6][N:5]=[C:4]([C:7]2[CH:12]=[CH:11][CH:10]=[CH:9][CH:8]=2)[C:3]=1[C:13]([NH:15][NH2:16])=[O:14].[F:17][C:18]1[CH:26]=[CH:25][C:21]([C:22](O)=O)=[C:20]([O:27][CH3:28])[CH:19]=1, predict the reaction product.